Predict the product of the given reaction. From a dataset of Forward reaction prediction with 1.9M reactions from USPTO patents (1976-2016). (1) Given the reactants Br[CH2:2][C:3]1[CH:8]=[CH:7][CH:6]=[CH:5][CH:4]=1.[Cl:9][C:10]1[CH:11]=[CH:12][C:13]([CH2:17][OH:18])=[C:14]([OH:16])[CH:15]=1.[OH-].[Na+], predict the reaction product. The product is: [Cl:9][C:10]1[CH:11]=[CH:12][C:13]([CH2:17][OH:18])=[C:14]([O:16][CH2:2][C:3]2[CH:8]=[CH:7][CH:6]=[CH:5][CH:4]=2)[CH:15]=1. (2) Given the reactants [NH:1]1[C:9]2[C:4](=[CH:5][C:6](B(O)O)=[CH:7][CH:8]=2)[CH:3]=[CH:2]1.Cl[C:14]1[N:19]=[C:18]([NH2:20])[N:17]=[C:16]([NH:21][CH:22]2[CH2:24][CH2:23]2)[CH:15]=1, predict the reaction product. The product is: [CH:22]1([NH:21][C:16]2[CH:15]=[C:14]([C:6]3[CH:5]=[C:4]4[C:9](=[CH:8][CH:7]=3)[NH:1][CH:2]=[CH:3]4)[N:19]=[C:18]([NH2:20])[N:17]=2)[CH2:24][CH2:23]1. (3) The product is: [CH:21]1([CH2:20][O:1][C:2]2[CH:9]=[CH:8][C:7]([N:10]3[C:14]([C:15]([F:18])([F:17])[F:16])=[N:13][N:12]=[N:11]3)=[CH:6][C:3]=2[CH:4]=[O:5])[CH2:23][CH2:22]1. Given the reactants [OH:1][C:2]1[CH:9]=[CH:8][C:7]([N:10]2[C:14]([C:15]([F:18])([F:17])[F:16])=[N:13][N:12]=[N:11]2)=[CH:6][C:3]=1[CH:4]=[O:5].Br[CH2:20][CH:21]1[CH2:23][CH2:22]1.[I-].[Na+].C(=O)([O-])[O-].[K+].[K+], predict the reaction product. (4) Given the reactants [Br:1][C:2]1[CH:7]=[CH:6][N:5]=[C:4]([CH:8]2[C:10]([C:11]3[CH:16]=[CH:15][C:14]([CH3:17])=[CH:13][CH:12]=3)=[N:9]2)[CH:3]=1, predict the reaction product. The product is: [Br:1][C:2]1[CH:7]=[CH:6][N:5]2[N:9]=[C:10]([C:11]3[CH:16]=[CH:15][C:14]([CH3:17])=[CH:13][CH:12]=3)[CH:8]=[C:4]2[CH:3]=1. (5) Given the reactants [NH2:1][C:2]([NH2:4])=[O:3].[CH2:5]=[O:6], predict the reaction product. The product is: [NH2:1][C:2]([NH2:4])=[O:3].[CH2:5]=[O:6].[NH2:1][C:2]([NH2:4])=[O:3]. (6) Given the reactants [H-].[Na+].[Cl:3][C:4]1[CH:9]=[CH:8][C:7]([CH:10]([NH:14][C:15](=[O:21])[O:16][C:17]([CH3:20])([CH3:19])[CH3:18])[CH2:11][CH2:12][OH:13])=[CH:6][CH:5]=1.[CH3:22]I, predict the reaction product. The product is: [Cl:3][C:4]1[CH:9]=[CH:8][C:7]([CH:10]([NH:14][C:15](=[O:21])[O:16][C:17]([CH3:18])([CH3:20])[CH3:19])[CH2:11][CH2:12][O:13][CH3:22])=[CH:6][CH:5]=1. (7) Given the reactants C(O[C:6](=[O:19])[NH:7][S:8]([N:11]1[CH2:16][CH2:15][C:14]([F:18])([F:17])[CH2:13][CH2:12]1)(=[O:10])=[O:9])(C)(C)C.[Cl:20][C:21]1[CH:26]=[CH:25][C:24]([C:27]2[CH:31]([C:32]3[CH:37]=[CH:36][CH:35]=[CH:34][CH:33]=3)[CH2:30][NH:29][N:28]=2)=[CH:23][CH:22]=1, predict the reaction product. The product is: [Cl:20][C:21]1[CH:22]=[CH:23][C:24]([C:27]2([C:6]([NH:7][S:8]([N:11]3[CH2:12][CH2:13][C:14]([F:17])([F:18])[CH2:15][CH2:16]3)(=[O:9])=[O:10])=[O:19])[CH:31]([C:32]3[CH:33]=[CH:34][CH:35]=[CH:36][CH:37]=3)[CH2:30][NH:29][NH:28]2)=[CH:25][CH:26]=1.